From a dataset of Forward reaction prediction with 1.9M reactions from USPTO patents (1976-2016). Predict the product of the given reaction. (1) Given the reactants [F:1][C:2]1[CH:10]=[C:9]2[C:5]([C:6](B3OC(C)(C)C(C)(C)O3)=[CH:7][N:8]2[C:11]([O:13][C:14]([CH3:17])([CH3:16])[CH3:15])=[O:12])=[CH:4][CH:3]=1.Br[C:28]1[CH:29]=[CH:30][C:31]2[S:35](=[O:37])(=[O:36])[N:34]([CH2:38][CH2:39][S:40]([NH2:43])(=[O:42])=[O:41])[CH:33]([CH3:44])[C:32]=2[CH:45]=1.C([O-])([O-])=O.[Cs+].[Cs+], predict the reaction product. The product is: [F:1][C:2]1[CH:10]=[C:9]2[C:5]([C:6]([C:28]3[CH:29]=[CH:30][C:31]4[S:35](=[O:36])(=[O:37])[N:34]([CH2:38][CH2:39][S:40](=[O:42])(=[O:41])[NH2:43])[CH:33]([CH3:44])[C:32]=4[CH:45]=3)=[CH:7][N:8]2[C:11]([O:13][C:14]([CH3:15])([CH3:16])[CH3:17])=[O:12])=[CH:4][CH:3]=1. (2) Given the reactants [Cl-].[CH3:2][N+:3]1[CH:7]=[CH:6][NH:5][CH:4]=1.[O:8]([Si](C)(C)C)[S:9]([C:12]([F:15])([F:14])[F:13])(=[O:11])=[O:10], predict the reaction product. The product is: [O-:11][S:9]([C:12]([F:15])([F:14])[F:13])(=[O:10])=[O:8].[CH3:2][N+:3]1[CH:7]=[CH:6][NH:5][CH:4]=1. (3) The product is: [Cl:38][CH2:39][C:40]1[N:45]=[C:44]([C:46]([NH:28][C:12]2[CH:11]=[C:10]([C:5]3[CH:6]=[CH:7][CH:8]=[C:9]4[C:4]=3[CH:3]=[CH:2][NH:1]4)[CH:18]=[C:17]3[C:13]=2[CH:14]=[N:15][N:16]3[S:19]([C:22]2[CH:27]=[CH:26][CH:25]=[CH:24][CH:23]=2)(=[O:21])=[O:20])=[O:47])[CH:43]=[CH:42][CH:41]=1. Given the reactants [NH:1]1[C:9]2[C:4](=[C:5]([C:10]3[CH:11]=[C:12]([NH2:28])[C:13]4[CH:14]=[N:15][N:16]([S:19]([C:22]5[CH:27]=[CH:26][CH:25]=[CH:24][CH:23]=5)(=[O:21])=[O:20])[C:17]=4[CH:18]=3)[CH:6]=[CH:7][CH:8]=2)[CH:3]=[CH:2]1.CCN(C(C)C)C(C)C.[Cl:38][CH2:39][C:40]1[N:45]=[C:44]([C:46](Cl)=[O:47])[CH:43]=[CH:42][CH:41]=1.O, predict the reaction product. (4) Given the reactants Cl.[Cl:2][C:3]1[C:11]2[C:6](=[CH:7][CH:8]=[C:9]([C:12]3[O:16][N:15]=[C:14]([C:17]4[C:18]([CH3:27])=[C:19]5[C:24](=[CH:25][CH:26]=4)[CH2:23][NH:22][CH2:21][CH2:20]5)[N:13]=3)[CH:10]=2)[N:5]([CH:28]([CH3:30])[CH3:29])[CH:4]=1.[C:31]([O:35][CH2:36][CH3:37])(=[O:34])[CH:32]=[CH2:33], predict the reaction product. The product is: [CH2:36]([O:35][C:31](=[O:34])[CH2:32][CH2:33][N:22]1[CH2:21][CH2:20][C:19]2[C:24](=[CH:25][CH:26]=[C:17]([C:14]3[N:13]=[C:12]([C:9]4[CH:10]=[C:11]5[C:6](=[CH:7][CH:8]=4)[N:5]([CH:28]([CH3:30])[CH3:29])[CH:4]=[C:3]5[Cl:2])[O:16][N:15]=3)[C:18]=2[CH3:27])[CH2:23]1)[CH3:37]. (5) Given the reactants [Br:1][C:2]1[CH:9]=[C:8]([CH2:10][CH3:11])[C:5]([CH2:6][NH2:7])=[C:4]([CH2:12][CH3:13])[CH:3]=1.Br[CH2:15][CH2:16][CH2:17][CH2:18][CH2:19]Br.C(=O)([O-])[O-].[K+].[K+], predict the reaction product. The product is: [Br:1][C:2]1[CH:3]=[C:4]([CH2:12][CH3:13])[C:5]([CH2:6][N:7]2[CH2:19][CH2:18][CH2:17][CH2:16][CH2:15]2)=[C:8]([CH2:10][CH3:11])[CH:9]=1.